This data is from Forward reaction prediction with 1.9M reactions from USPTO patents (1976-2016). The task is: Predict the product of the given reaction. (1) Given the reactants [CH3:1][O:2][C:3]1[CH:40]=[CH:39][C:6]([CH2:7][N:8]([CH2:30][C:31]2[CH:36]=[CH:35][C:34]([O:37][CH3:38])=[CH:33][CH:32]=2)[C:9]2[N:14]=[CH:13][C:12]([C:15]3[C:16]4[CH2:29][CH2:28][NH:27][C:17]=4[N:18]=[C:19]([N:21]4[CH2:26][CH2:25][O:24][CH2:23][CH2:22]4)[N:20]=3)=[CH:11][N:10]=2)=[CH:5][CH:4]=1.Br[C:42]1[CH:49]=[CH:48][C:45]([CH:46]=[O:47])=[CH:44][CH:43]=1.COC1C=CC=C(OC)C=1C1C=CC=CC=1P(C1CCCCC1)C1CCCCC1.P([O-])([O-])([O-])=O.[K+].[K+].[K+], predict the reaction product. The product is: [CH3:38][O:37][C:34]1[CH:33]=[CH:32][C:31]([CH2:30][N:8]([CH2:7][C:6]2[CH:5]=[CH:4][C:3]([O:2][CH3:1])=[CH:40][CH:39]=2)[C:9]2[N:10]=[CH:11][C:12]([C:15]3[C:16]4[CH2:29][CH2:28][N:27]([C:42]5[CH:49]=[CH:48][C:45]([CH:46]=[O:47])=[CH:44][CH:43]=5)[C:17]=4[N:18]=[C:19]([N:21]4[CH2:26][CH2:25][O:24][CH2:23][CH2:22]4)[N:20]=3)=[CH:13][N:14]=2)=[CH:36][CH:35]=1. (2) Given the reactants [CH:1](NC(C)C)(C)C.[Li].[CH2:9]([O:11][C:12](=[O:23])[CH:13]([C:15]1[CH:20]=[CH:19][CH:18]=[C:17]([O:21][CH3:22])[CH:16]=1)[CH3:14])[CH3:10].IC.Cl, predict the reaction product. The product is: [CH2:9]([O:11][C:12](=[O:23])[C:13]([C:15]1[CH:20]=[CH:19][CH:18]=[C:17]([O:21][CH3:22])[CH:16]=1)([CH3:1])[CH3:14])[CH3:10]. (3) Given the reactants CN(C(ON1N=NC2C=CC=NC1=2)=[N+](C)C)C.F[P-](F)(F)(F)(F)F.[C:25]1([N:31]2[CH2:36][CH2:35][NH:34][CH2:33][CH2:32]2)[CH:30]=[CH:29][CH:28]=[CH:27][CH:26]=1.[Cl:37][C:38]1[C:39]([C:48]([F:51])([F:50])[F:49])=[N:40][N:41]([CH2:44][C:45](O)=[O:46])[C:42]=1[CH3:43], predict the reaction product. The product is: [Cl:37][C:38]1[C:39]([C:48]([F:50])([F:49])[F:51])=[N:40][N:41]([CH2:44][C:45]([N:34]2[CH2:35][CH2:36][N:31]([C:25]3[CH:30]=[CH:29][CH:28]=[CH:27][CH:26]=3)[CH2:32][CH2:33]2)=[O:46])[C:42]=1[CH3:43]. (4) Given the reactants [F:1][C:2]([F:29])([F:28])[C:3]1[C:4]2[N:5]([C:19]([C:22]#[C:23][Si](C)(C)C)=[CH:20][N:21]=2)[CH:6]=[C:7]([C:9]2[CH:14]=[CH:13][C:12]([C:15]([F:18])([F:17])[F:16])=[CH:11][CH:10]=2)[CH:8]=1.C([O-])([O-])=O.[K+].[K+], predict the reaction product. The product is: [C:22]([C:19]1[N:5]2[CH:6]=[C:7]([C:9]3[CH:14]=[CH:13][C:12]([C:15]([F:18])([F:17])[F:16])=[CH:11][CH:10]=3)[CH:8]=[C:3]([C:2]([F:1])([F:29])[F:28])[C:4]2=[N:21][CH:20]=1)#[CH:23]. (5) Given the reactants C1(N)C(F)=C(F)C(F)=C(N)C=1F.Cl.Cl.[N:15]1([C:21]2[CH:26]=[CH:25][C:24]([C:27]34[CH2:32][CH:31]3[CH2:30][NH:29][CH2:28]4)=[CH:23][CH:22]=2)[CH2:20][CH2:19][O:18][CH2:17][CH2:16]1.CCN(C(C)C)C(C)C.[CH3:42][O:43][CH2:44][CH2:45]Cl, predict the reaction product. The product is: [CH3:42][O:43][CH2:44][CH2:45][N:29]1[CH2:30][CH:31]2[C:27]([C:24]3[CH:23]=[CH:22][C:21]([N:15]4[CH2:20][CH2:19][O:18][CH2:17][CH2:16]4)=[CH:26][CH:25]=3)([CH2:32]2)[CH2:28]1. (6) Given the reactants [F:1][C:2]1[CH:3]=[C:4]([S:11][CH3:12])[CH:5]=[C:6]([N+:8]([O-])=O)[CH:7]=1, predict the reaction product. The product is: [F:1][C:2]1[CH:7]=[C:6]([CH:5]=[C:4]([S:11][CH3:12])[CH:3]=1)[NH2:8]. (7) Given the reactants [CH2:1]([N:3]([CH:20]1[CH2:25][CH2:24][O:23][CH2:22][CH2:21]1)[C:4]1[C:5]([CH3:19])=[C:6]([CH:11]=[C:12]([CH:14]2[CH2:17][N:16]([CH3:18])[CH2:15]2)[CH:13]=1)[C:7](OC)=[O:8])[CH3:2].[OH-].[Na+].Cl.CN(C(ON1N=NC2C=CC=NC1=2)=[N+](C)C)C.F[P-](F)(F)(F)(F)F.CCN(C(C)C)C(C)C.[NH2:62][CH2:63][C:64]1[C:65](=[O:72])[NH:66][C:67]([CH3:71])=[CH:68][C:69]=1[CH3:70], predict the reaction product. The product is: [CH3:70][C:69]1[CH:68]=[C:67]([CH3:71])[NH:66][C:65](=[O:72])[C:64]=1[CH2:63][NH:62][C:7](=[O:8])[C:6]1[CH:11]=[C:12]([CH:14]2[CH2:15][N:16]([CH3:18])[CH2:17]2)[CH:13]=[C:4]([N:3]([CH2:1][CH3:2])[CH:20]2[CH2:25][CH2:24][O:23][CH2:22][CH2:21]2)[C:5]=1[CH3:19]. (8) The product is: [CH3:1][O:2][CH2:3][CH2:4][O:5][C:6]1[CH:7]=[C:8]2[C:12](=[C:13]([N:15]([CH3:25])[S:16]([C:19]3[N:20]([CH3:24])[CH:21]=[CH:22][N:23]=3)(=[O:18])=[O:17])[CH:14]=1)[NH:11][C:10]([C:26]([OH:28])=[O:27])=[CH:9]2. Given the reactants [CH3:1][O:2][CH2:3][CH2:4][O:5][C:6]1[CH:7]=[C:8]2[C:12](=[C:13]([N:15]([CH3:25])[S:16]([C:19]3[N:20]([CH3:24])[CH:21]=[CH:22][N:23]=3)(=[O:18])=[O:17])[CH:14]=1)[NH:11][C:10]([C:26]([O:28]CC)=[O:27])=[CH:9]2.Cl, predict the reaction product. (9) Given the reactants C1C(=O)N([Cl:8])C(=O)C1.[CH3:9][O:10][C:11]1[CH:28]=[CH:27][C:14]([CH2:15][N:16]2[CH:20]=[C:19]([C:21]3[N:22]=[C:23]([NH2:26])[S:24][CH:25]=3)[CH:18]=[N:17]2)=[CH:13][CH:12]=1, predict the reaction product. The product is: [CH3:9][O:10][C:11]1[CH:12]=[CH:13][C:14]([CH2:15][N:16]2[CH:20]=[C:19]([C:21]3[N:22]=[C:23]([NH2:26])[S:24][C:25]=3[Cl:8])[CH:18]=[N:17]2)=[CH:27][CH:28]=1. (10) Given the reactants [C:1]([O:5][C:6]([N:8]1[CH2:13][CH2:12][CH:11]([N:14](CC2C=CC=CC=2)[C:15]2([CH:18]3[CH2:22][CH2:21][N:20](CC4C=CC=CC=4)[CH2:19]3)[CH2:17][CH2:16]2)[CH2:10][CH2:9]1)=[O:7])([CH3:4])([CH3:3])[CH3:2].OCC1(OC[C@@H](O)[C@@H](O)[C@H]1O)O, predict the reaction product. The product is: [C:1]([O:5][C:6]([N:8]1[CH2:9][CH2:10][CH:11]([NH:14][C:15]2([CH:18]3[CH2:22][CH2:21][NH:20][CH2:19]3)[CH2:16][CH2:17]2)[CH2:12][CH2:13]1)=[O:7])([CH3:4])([CH3:2])[CH3:3].